This data is from Catalyst prediction with 721,799 reactions and 888 catalyst types from USPTO. The task is: Predict which catalyst facilitates the given reaction. (1) Reactant: [Cl:1][C:2]1[C:18]([CH3:19])=[CH:17][C:5]2[NH:6][C:7]([C:9]3[C:13]([N+:14]([O-])=O)=[CH:12][NH:11][N:10]=3)=[N:8][C:4]=2[CH:3]=1.[Sn](Cl)(Cl)(Cl)Cl.C(=O)([O-])O.[Na+]. Product: [Cl:1][C:2]1[C:18]([CH3:19])=[CH:17][C:5]2[NH:6][C:7]([C:9]3[C:13]([NH2:14])=[CH:12][NH:11][N:10]=3)=[N:8][C:4]=2[CH:3]=1. The catalyst class is: 8. (2) The catalyst class is: 387. Product: [Br:1][C:2]1[CH:9]=[CH:8][C:7]([Cl:10])=[CH:6][C:3]=1[CH:4]([NH2:5])[CH3:11]. Reactant: [Br:1][C:2]1[CH:9]=[CH:8][C:7]([Cl:10])=[CH:6][C:3]=1[C:4]#[N:5].[CH3:11]C[Mg+].[Br-].CO.[BH4-].[Na+].